From a dataset of Catalyst prediction with 721,799 reactions and 888 catalyst types from USPTO. Predict which catalyst facilitates the given reaction. Reactant: Br[C:2]1[CH:7]=[CH:6][C:5]([C:8]2[S:9][C:10]3[CH2:16][CH2:15][N:14]([C:17](=[O:22])[C:18]([F:21])([F:20])[F:19])[CH2:13][CH2:12][C:11]=3[N:23]=2)=[CH:4][CH:3]=1.[CH3:24][N:25]1[CH2:29][CH2:28][NH:27][C:26]1=[O:30].CC1(C)C2C=CC=C(P(C3C=CC=CC=3)C3C=CC=CC=3)C=2OC2C1=CC=CC=2P(C1C=CC=CC=1)C1C=CC=CC=1.C(=O)([O-])[O-].[Cs+].[Cs+]. Product: [CH3:24][N:25]1[CH2:29][CH2:28][N:27]([C:2]2[CH:7]=[CH:6][C:5]([C:8]3[S:9][C:10]4[CH2:16][CH2:15][N:14]([C:17](=[O:22])[C:18]([F:21])([F:20])[F:19])[CH2:13][CH2:12][C:11]=4[N:23]=3)=[CH:4][CH:3]=2)[C:26]1=[O:30]. The catalyst class is: 333.